From a dataset of Forward reaction prediction with 1.9M reactions from USPTO patents (1976-2016). Predict the product of the given reaction. (1) Given the reactants CCOP(O[CH:9]([C:12]1[CH:17]=[CH:16][CH:15]=[N:14][CH:13]=1)[C:10]#[N:11])(CC)=O.[H-].[Na+].[CH3:20][O:21][C:22](=[O:46])[C@H:23]([CH2:42][CH2:43][S:44][CH3:45])[NH:24][C:25](=[O:41])[C:26]1[CH:31]=[CH:30][C:29]([CH:32]=O)=[CH:28][C:27]=1[C:34]1[CH:39]=[CH:38][CH:37]=[CH:36][C:35]=1[CH3:40], predict the reaction product. The product is: [C:10](/[C:9](/[C:12]1[CH:13]=[N:14][CH:15]=[CH:16][CH:17]=1)=[CH:32]/[C:29]1[CH:30]=[CH:31][C:26]([C:25]([NH:24][C@H:23]([C:22]([O:21][CH3:20])=[O:46])[CH2:42][CH2:43][S:44][CH3:45])=[O:41])=[C:27]([C:34]2[CH:39]=[CH:38][CH:37]=[CH:36][C:35]=2[CH3:40])[CH:28]=1)#[N:11]. (2) Given the reactants [NH2:1][C:2]1[CH:3]=[C:4]([CH:8]=[CH:9][C:10]=1[CH3:11])[C:5]([OH:7])=[O:6].[CH3:12][C:13](OC(C)=O)=[O:14], predict the reaction product. The product is: [C:13]([NH:1][C:2]1[CH:3]=[C:4]([CH:8]=[CH:9][C:10]=1[CH3:11])[C:5]([OH:7])=[O:6])(=[O:14])[CH3:12]. (3) The product is: [N+:13]([C:6]1[C:7]([OH:9])=[N:8][C:3]([C:2]([F:1])([F:11])[F:12])=[CH:4][C:5]=1[OH:10])([O-:15])=[O:14]. Given the reactants [F:1][C:2]([F:12])([F:11])[C:3]1[N:8]=[C:7]([OH:9])[CH:6]=[C:5]([OH:10])[CH:4]=1.[N+:13]([O-])([OH:15])=[O:14], predict the reaction product. (4) Given the reactants [Br:1][C:2]1[CH:3]=[C:4]([OH:8])[CH:5]=[N:6][CH:7]=1.[C:9]([O:13][C:14]([N:16]1[CH2:20][CH2:19][C@H:18](O)[CH2:17]1)=[O:15])([CH3:12])([CH3:11])[CH3:10].C1C(COC(/N=N\C(OCC2C=CC(Cl)=CC=2)=O)=O)=CC=C(Cl)C=1.C1(P(C2C=CC=CC=2)C2C=CC=CC=2)C=CC=CC=1, predict the reaction product. The product is: [C:9]([O:13][C:14]([N:16]1[CH2:20][CH2:19][C@@H:18]([O:8][C:4]2[CH:5]=[N:6][CH:7]=[C:2]([Br:1])[CH:3]=2)[CH2:17]1)=[O:15])([CH3:12])([CH3:10])[CH3:11]. (5) Given the reactants [CH:1]1([O:7][CH2:8][CH2:9][CH2:10][OH:11])[CH2:6][CH2:5][CH2:4][CH2:3][CH2:2]1.[Cr](Cl)([O-])(=O)=O.[NH+]1C=CC=CC=1, predict the reaction product. The product is: [CH:1]1([O:7][CH2:8][CH2:9][CH:10]=[O:11])[CH2:6][CH2:5][CH2:4][CH2:3][CH2:2]1. (6) Given the reactants C(OC([N:8]1[CH2:13][CH2:12][N:11]([C:14]2[O:15][C:16]3[C:22]([C:23]([OH:25])=[O:24])=[CH:21][C:20]([Cl:26])=[CH:19][C:17]=3[N:18]=2)[C@@H:10]([CH3:27])[CH2:9]1)=O)(C)(C)C.[F:28][C:29]([F:34])([F:33])[C:30]([OH:32])=[O:31].CC(C)=O, predict the reaction product. The product is: [Cl:26][C:20]1[CH:21]=[C:22]([C:23]([OH:25])=[O:24])[C:16]2[O:15][C:14]([N:11]3[CH2:12][CH2:13][NH:8][CH2:9][C@@H:10]3[CH3:27])=[N:18][C:17]=2[CH:19]=1.[F:28][C:29]([F:34])([F:33])[C:30]([O-:32])=[O:31]. (7) Given the reactants [F:1][C:2]1[CH:21]=[CH:20][C:5]([CH2:6][N:7]2[CH2:12][CH2:11][CH:10]([C:13]([CH3:18])([N+:15]([O-])=O)[CH3:14])[CH2:9][C:8]2=[O:19])=[CH:4][CH:3]=1.[H][H], predict the reaction product. The product is: [NH2:15][C:13]([CH:10]1[CH2:11][CH2:12][N:7]([CH2:6][C:5]2[CH:20]=[CH:21][C:2]([F:1])=[CH:3][CH:4]=2)[C:8](=[O:19])[CH2:9]1)([CH3:18])[CH3:14]. (8) Given the reactants Cl[C:2]1C=CC(C(C2C3C(=C(CSC)C=CC=3)NC=2)(C2CC2)CC)=CC=1.[Cl:26][C:27]1[CH:32]=[CH:31][C:30]([C:33]([C:38]2[C:46]3[C:41](=[C:42]([CH2:47][S:48]([CH3:51])(=[O:50])=[O:49])[CH:43]=[CH:44][CH:45]=3)[NH:40][CH:39]=2)([CH:35]2[CH2:37][CH2:36]2)[CH3:34])=[CH:29][CH:28]=1, predict the reaction product. The product is: [Cl:26][C:27]1[CH:32]=[CH:31][C:30]([C:33]([C:38]2[C:46]3[C:41](=[C:42]([CH2:47][S:48]([CH3:51])(=[O:50])=[O:49])[CH:43]=[CH:44][CH:45]=3)[NH:40][CH:39]=2)([CH:35]2[CH2:37][CH2:36]2)[CH2:34][CH3:2])=[CH:29][CH:28]=1. (9) Given the reactants N1C=CC=C(CN)C=1.[N:9]1[CH:14]=[CH:13][CH:12]=[CH:11][C:10]=1[CH2:15][NH2:16].FC1C=CC(CN2[C@@H](C)CN(C3SC(C(O)=O)=C(C)N=3)C2=O)=CC=1.[CH3:41][C:42]1[N:43]=[C:44]([N:50]2[CH2:54][C@@H:53]([CH3:55])[N:52]([CH2:56][C:57]3[CH:62]=[CH:61][C:60]([C:63]([F:66])([F:65])[F:64])=[CH:59][CH:58]=3)[C:51]2=[O:67])[S:45][C:46]=1[C:47](O)=[O:48], predict the reaction product. The product is: [CH3:41][C:42]1[N:43]=[C:44]([N:50]2[CH2:54][C@@H:53]([CH3:55])[N:52]([CH2:56][C:57]3[CH:62]=[CH:61][C:60]([C:63]([F:64])([F:66])[F:65])=[CH:59][CH:58]=3)[C:51]2=[O:67])[S:45][C:46]=1[C:47]([NH:16][CH2:15][C:10]1[CH:11]=[CH:12][CH:13]=[CH:14][N:9]=1)=[O:48]. (10) Given the reactants [Na].C(NC1NC(=O)C2N=CN(C=2N=1)[C@@H]1O[C@H](C[O:29][C:30]([C:47]2[CH:52]=[CH:51][CH:50]=[CH:49][CH:48]=2)([C:39]2[CH:44]=[CH:43][C:42]([O:45][CH3:46])=[CH:41][CH:40]=2)[C:31]2[CH:36]=[CH:35][C:34]([O:37][CH3:38])=[CH:33][CH:32]=2)[C@@H](O)[C@H]1O[Si](C(C)(C)C)(C)C)(=O)C(C)C.P([O-])(OC1C=CC=CC=1)OC1C=CC=CC=1.C([O-])(O)=O.[Na+], predict the reaction product. The product is: [CH3:46][O:45][C:42]1[CH:43]=[CH:44][C:39]([C:30]([OH:29])([C:47]2[CH:52]=[CH:51][CH:50]=[CH:49][CH:48]=2)[C:31]2[CH:36]=[CH:35][C:34]([O:37][CH3:38])=[CH:33][CH:32]=2)=[CH:40][CH:41]=1.